From a dataset of Reaction yield outcomes from USPTO patents with 853,638 reactions. Predict the reaction yield, written as a fraction of the theoretical maximum amount of product (1.0 means a 100% yield; for example, 0.34 means a 34% yield). The reactants are [O:1]1[C:5]2[CH:6]=[CH:7][C:8]([CH2:10][NH:11][CH2:12][CH2:13][CH:14]3[CH2:19][CH2:18][CH2:17][CH2:16][N:15]3[C:20]3[CH:25]=[CH:24][N:23]=[C:22]([N:26]4[CH:30]=[CH:29][N:28]=[CH:27]4)[N:21]=3)=[CH:9][C:4]=2[O:3][CH2:2]1.CCN(C(C)C)C(C)C.[CH3:40][S:41](Cl)(=[O:43])=[O:42]. The catalyst is C1COCC1. The product is [O:1]1[C:5]2[CH:6]=[CH:7][C:8]([CH2:10][N:11]([S:41]([CH3:40])(=[O:43])=[O:42])[CH2:12][CH2:13][CH:14]3[CH2:19][CH2:18][CH2:17][CH2:16][N:15]3[C:20]3[CH:25]=[CH:24][N:23]=[C:22]([N:26]4[CH:30]=[CH:29][N:28]=[CH:27]4)[N:21]=3)=[CH:9][C:4]=2[O:3][CH2:2]1. The yield is 0.510.